From a dataset of Retrosynthesis with 50K atom-mapped reactions and 10 reaction types from USPTO. Predict the reactants needed to synthesize the given product. Given the product O=C(O)C(CBr)CCCN1C(=O)c2ccccc2C1=O, predict the reactants needed to synthesize it. The reactants are: Br.C=C(CCCN1C(=O)c2ccccc2C1=O)C(=O)O.